From a dataset of Reaction yield outcomes from USPTO patents with 853,638 reactions. Predict the reaction yield, written as a fraction of the theoretical maximum amount of product (1.0 means a 100% yield; for example, 0.34 means a 34% yield). (1) The reactants are CC(C)([O-])C.[K+].[CH2:7]([O:14][C:15]1[CH:20]=[CH:19][C:18]([N+:21]([O-:23])=[O:22])=[CH:17][C:16]=1[C:24]([F:27])([F:26])[F:25])[C:8]1[CH:13]=[CH:12][CH:11]=[CH:10][CH:9]=1.ClC1C=CC([CH2:35][C:36]#[N:37])=CC=1.Cl. The catalyst is CN(C=O)C. The product is [CH2:7]([O:14][C:15]1[C:16]([C:24]([F:25])([F:26])[F:27])=[CH:17][C:18]([N+:21]([O-:23])=[O:22])=[C:19]([CH2:35][C:36]#[N:37])[CH:20]=1)[C:8]1[CH:9]=[CH:10][CH:11]=[CH:12][CH:13]=1. The yield is 0.770. (2) The reactants are [OH:1][C:2]1[CH:3]=[CH:4][C:5]2[CH2:6][C@H:7]3[NH:18][CH2:17][CH2:16][C@@:13]4([C:14]=2[CH:15]=1)[C@H:8]3[CH2:9][CH2:10][CH2:11][CH2:12]4.C(N([CH2:24][CH3:25])CC)C.Cl[C:27]([O:29][CH2:30][C:31]1[CH:36]=[CH:35][CH:34]=[CH:33][CH:32]=1)=[O:28]. The catalyst is ClCCl. The product is [CH2:30]([O:29][C:27]([O:1][C:2]1[CH:3]=[CH:4][C:5]2[CH2:6][C@H:7]3[N:18]([C:27]([O:29][CH2:30][C:25]4[CH:24]=[CH:33][CH:32]=[CH:31][CH:36]=4)=[O:28])[CH2:17][CH2:16][C@@:13]4([C:14]=2[CH:15]=1)[C@H:8]3[CH2:9][CH2:10][CH2:11][CH2:12]4)=[O:28])[C:31]1[CH:36]=[CH:35][CH:34]=[CH:33][CH:32]=1. The yield is 0.800. (3) The reactants are [CH3:1][C@H:2]([NH:7][CH2:8][C:9]1[S:13][C:12](B(O)O)=[CH:11][CH:10]=1)[C:3]([CH3:6])([CH3:5])[CH3:4].Br[C:18]1[CH:19]=[C:20]2[C:24](=[C:25]([C:27]([NH2:29])=[O:28])[CH:26]=1)[NH:23][CH:22]=[C:21]2[CH:30]1[CH2:35][CH2:34][N:33]([S:36]([CH2:39][CH3:40])(=[O:38])=[O:37])[CH2:32][CH2:31]1.C([O-])([O-])=O.[K+].[K+]. The catalyst is C1C=CC([P]([Pd]([P](C2C=CC=CC=2)(C2C=CC=CC=2)C2C=CC=CC=2)([P](C2C=CC=CC=2)(C2C=CC=CC=2)C2C=CC=CC=2)[P](C2C=CC=CC=2)(C2C=CC=CC=2)C2C=CC=CC=2)(C2C=CC=CC=2)C2C=CC=CC=2)=CC=1. The product is [CH2:39]([S:36]([N:33]1[CH2:32][CH2:31][CH:30]([C:21]2[C:20]3[C:24](=[C:25]([C:27]([NH2:29])=[O:28])[CH:26]=[C:18]([C:12]4[S:13][C:9]([CH2:8][NH:7][C@@H:2]([CH3:1])[C:3]([CH3:6])([CH3:5])[CH3:4])=[CH:10][CH:11]=4)[CH:19]=3)[NH:23][CH:22]=2)[CH2:35][CH2:34]1)(=[O:38])=[O:37])[CH3:40]. The yield is 0.120. (4) The reactants are Cl[C:2]1[C:11]([CH:12]=[O:13])=[CH:10][C:9]2[C:4](=[CH:5][CH:6]=[CH:7][CH:8]=2)[N:3]=1.[C:14]1(B(O)O)[CH:19]=[CH:18][CH:17]=[CH:16][CH:15]=1. The catalyst is C(=O)([O-])[O-].[Na+].[Na+].O1CCOCC1.C1C=CC([P]([Pd]([P](C2C=CC=CC=2)(C2C=CC=CC=2)C2C=CC=CC=2)([P](C2C=CC=CC=2)(C2C=CC=CC=2)C2C=CC=CC=2)[P](C2C=CC=CC=2)(C2C=CC=CC=2)C2C=CC=CC=2)(C2C=CC=CC=2)C2C=CC=CC=2)=CC=1. The product is [C:14]1([C:2]2[C:11]([CH:12]=[O:13])=[CH:10][C:9]3[C:4](=[CH:5][CH:6]=[CH:7][CH:8]=3)[N:3]=2)[CH:19]=[CH:18][CH:17]=[CH:16][CH:15]=1. The yield is 0.900. (5) The reactants are [F:1][C:2]1[CH:7]=[CH:6][C:5]([O:8][CH3:9])=[CH:4][C:3]=1[OH:10].Cl[C:12]1[CH:13]=[CH:14][C:15]([N+:27]([O-:29])=[O:28])=[C:16]([CH2:18][NH:19][C:20](=[O:26])[O:21][C:22]([CH3:25])([CH3:24])[CH3:23])[CH:17]=1.[H-].[Na+]. The catalyst is CN(C)C=O. The product is [C:22]([O:21][C:20](=[O:26])[NH:19][CH2:18][C:16]1[CH:17]=[C:12]([O:10][C:3]2[CH:4]=[C:5]([O:8][CH3:9])[CH:6]=[CH:7][C:2]=2[F:1])[CH:13]=[CH:14][C:15]=1[N+:27]([O-:29])=[O:28])([CH3:25])([CH3:23])[CH3:24]. The yield is 0.570.